This data is from Reaction yield outcomes from USPTO patents with 853,638 reactions. The task is: Predict the reaction yield, written as a fraction of the theoretical maximum amount of product (1.0 means a 100% yield; for example, 0.34 means a 34% yield). (1) The reactants are [CH2:1]([NH2:9])[CH2:2][C:3]1[CH:8]=[CH:7][CH:6]=[CH:5][CH:4]=1.[CH2:10]([O:17][C:18]1[CH:23]=[CH:22][C:21]([NH:24][C:25](=[O:31])[C:26](OCC)=[O:27])=[CH:20][C:19]=1[F:32])[C:11]1[CH:16]=[CH:15][CH:14]=[CH:13][CH:12]=1. No catalyst specified. The product is [CH2:10]([O:17][C:18]1[CH:23]=[CH:22][C:21]([NH:24][C:25](=[O:31])[C:26]([NH:9][CH2:1][CH2:2][C:3]2[CH:8]=[CH:7][CH:6]=[CH:5][CH:4]=2)=[O:27])=[CH:20][C:19]=1[F:32])[C:11]1[CH:12]=[CH:13][CH:14]=[CH:15][CH:16]=1. The yield is 0.990. (2) The reactants are Br[C:2]1[CH:7]=[C:6]([F:8])[C:5]([F:9])=[C:4]([F:10])[CH:3]=1.[C:11](=[N:24][NH2:25])([C:18]1[CH:23]=[CH:22][CH:21]=[CH:20][CH:19]=1)[C:12]1[CH:17]=[CH:16][CH:15]=[CH:14][CH:13]=1.C([O-])(=O)C.[Cs+]. The catalyst is C1(C)C=CC=CC=1.CC([O-])=O.CC([O-])=O.[Pd+2].C1(P([C-]2C=CC=C2)C2C=CC=CC=2)C=CC=CC=1.[C-]1(P(C2C=CC=CC=2)C2C=CC=CC=2)C=CC=C1.[Fe+2]. The product is [F:10][C:4]1[CH:3]=[C:2]([NH:25][N:24]=[C:11]([C:12]2[CH:17]=[CH:16][CH:15]=[CH:14][CH:13]=2)[C:18]2[CH:23]=[CH:22][CH:21]=[CH:20][CH:19]=2)[CH:7]=[C:6]([F:8])[C:5]=1[F:9]. The yield is 0.640. (3) The reactants are [NH2:1][C:2]1[CH:3]=[CH:4][CH:5]=[C:6]2[C:10]=1[C:9](=[O:11])[N:8]([C@@H:12]([C:18]1[CH:23]=[CH:22][C:21]([O:24][CH3:25])=[C:20]([O:26][CH2:27][CH3:28])[CH:19]=1)[CH2:13][S:14]([CH3:17])(=[O:16])=[O:15])[CH2:7]2.[O:29]1[CH:33]=[CH:32][CH:31]=[C:30]1[C:34](Cl)=[O:35].C[OH:38]. The catalyst is C1COCC1. The product is [CH2:27]([O:26][C:20]1[CH:19]=[C:18]([C@H:12]([N:8]2[C:9](=[O:11])[C:10]3[C:6](=[CH:5][CH:4]=[CH:3][C:2]=3[NH:1][C:34]([C:30]3[O:29][CH:33]=[CH:32][CH:31]=3)=[O:35])[C:7]2=[O:38])[CH2:13][S:14]([CH3:17])(=[O:15])=[O:16])[CH:23]=[CH:22][C:21]=1[O:24][CH3:25])[CH3:28]. The yield is 0.370.